From a dataset of Retrosynthesis with 50K atom-mapped reactions and 10 reaction types from USPTO. Predict the reactants needed to synthesize the given product. (1) Given the product NC(=O)c1ccc2ncccc2c1, predict the reactants needed to synthesize it. The reactants are: COC(=O)c1ccc2ncccc2c1.N. (2) Given the product CC1(C)CC=C(c2cc(C#N)ccc2N)CC1, predict the reactants needed to synthesize it. The reactants are: CC1(C)CC=C(B(O)O)CC1.N#Cc1ccc(N)c(Br)c1. (3) Given the product CCCC1CCC(c2ccc(OC(=O)c3ccc(OCC)c(F)c3F)cc2)CC1, predict the reactants needed to synthesize it. The reactants are: CCCC1CCC(c2ccc(O)cc2)CC1.CCOc1ccc(C(=O)O)c(F)c1F. (4) Given the product Cc1cccc(NC(=O)N2CCN(c3nc(N)nc4sc(-c5cccnc5)nc34)CC2)c1, predict the reactants needed to synthesize it. The reactants are: Cc1cccc(N=C=O)c1.Nc1nc(N2CCNCC2)c2nc(-c3cccnc3)sc2n1.